Predict the product of the given reaction. From a dataset of Forward reaction prediction with 1.9M reactions from USPTO patents (1976-2016). (1) Given the reactants O.[OH-].[Na+].[F:4][C:5]1[C:6]([CH2:14][C:15]#[N:16])=[CH:7][C:8]2[O:12][CH2:11][O:10][C:9]=2[CH:13]=1.Br[CH2:18][CH2:19]Cl, predict the reaction product. The product is: [F:4][C:5]1[C:6]([C:14]2([C:15]#[N:16])[CH2:19][CH2:18]2)=[CH:7][C:8]2[O:12][CH2:11][O:10][C:9]=2[CH:13]=1. (2) Given the reactants CN(C)[CH:3]=[CH:4][C:5]([C:7]1[C:12](=[O:13])[C:11]([O:14][CH3:15])=[CH:10][N:9]([C:16]2[CH:21]=[CH:20][C:19]([N:22]3[CH:26]=[CH:25][CH:24]=[N:23]3)=[CH:18][C:17]=2[F:27])[N:8]=1)=O.Cl.[Cl:30][C:31]1[CH:32]=[CH:33][C:34]([F:39])=[C:35]([NH:37][NH2:38])[CH:36]=1.O, predict the reaction product. The product is: [Cl:30][C:31]1[CH:32]=[CH:33][C:34]([F:39])=[C:35]([N:37]2[C:5]([C:7]3[C:12](=[O:13])[C:11]([O:14][CH3:15])=[CH:10][N:9]([C:16]4[CH:21]=[CH:20][C:19]([N:22]5[CH:26]=[CH:25][CH:24]=[N:23]5)=[CH:18][C:17]=4[F:27])[N:8]=3)=[CH:4][CH:3]=[N:38]2)[CH:36]=1. (3) Given the reactants N#N.[C:3]([SiH2:7][O:8][C:9]([CH3:19])([CH3:18])[C:10]1[O:14][N:13]=[C:12]([CH:15]([OH:17])[CH3:16])[CH:11]=1)([CH3:6])([CH3:5])[CH3:4], predict the reaction product. The product is: [C:3]([SiH2:7][O:8][C:9]([CH3:19])([CH3:18])[C:10]1[O:14][N:13]=[C:12]([C:15](=[O:17])[CH3:16])[CH:11]=1)([CH3:6])([CH3:4])[CH3:5]. (4) The product is: [Br:1][C:2]1[CH:3]=[C:4]([N+:16]([O-:18])=[O:17])[C:5]2[O:9][CH:8]=[C:7]([C:10]([OH:12])=[O:11])[C:6]=2[CH:15]=1. Given the reactants [Br:1][C:2]1[CH:3]=[C:4]([N+:16]([O-:18])=[O:17])[C:5]2[O:9][CH:8]=[C:7]([C:10]([O:12]CC)=[O:11])[C:6]=2[CH:15]=1.[OH-].[Na+], predict the reaction product.